Predict the reaction yield, written as a fraction of the theoretical maximum amount of product (1.0 means a 100% yield; for example, 0.34 means a 34% yield). From a dataset of Reaction yield outcomes from USPTO patents with 853,638 reactions. (1) The reactants are [OH:1][CH2:2][CH2:3][CH:4]([CH3:20])[CH2:5][C@@H:6]1[CH2:10][N:9]([C@H:11]([C:13]2[CH:18]=[CH:17][CH:16]=[CH:15][CH:14]=2)[CH3:12])[C:8](=[O:19])[CH2:7]1.[H-].[Na+].[CH3:23]I. The catalyst is CS(C)=O.O. The product is [CH3:23][O:1][CH2:2][CH2:3][CH:4]([CH3:20])[CH2:5][C@@H:6]1[CH2:10][N:9]([C@H:11]([C:13]2[CH:14]=[CH:15][CH:16]=[CH:17][CH:18]=2)[CH3:12])[C:8](=[O:19])[CH2:7]1. The yield is 0.520. (2) The reactants are [F:1][C:2]1[CH:7]=[CH:6][C:5]([S:8]([N:11]2[C:15]([C:16]3[CH:21]=[CH:20][CH:19]=[CH:18][CH:17]=3)=[C:14]([CH3:22])[C:13]([C:23](OC)=[O:24])=[CH:12]2)(=[O:10])=[O:9])=[CH:4][CH:3]=1.[H-].C([Al+]CC(C)C)C(C)C.Cl. The catalyst is O1CCCC1.C1(C)C=CC=CC=1. The product is [F:1][C:2]1[CH:3]=[CH:4][C:5]([S:8]([N:11]2[C:15]([C:16]3[CH:21]=[CH:20][CH:19]=[CH:18][CH:17]=3)=[C:14]([CH3:22])[C:13]([CH:23]=[O:24])=[CH:12]2)(=[O:9])=[O:10])=[CH:6][CH:7]=1. The yield is 0.530. (3) The reactants are Cl.[NH:2]1[CH2:5][CH:4]([C:6]2[C:11]([Cl:12])=[N:10][CH:9]=[CH:8][N:7]=2)[CH2:3]1.Cl[C:14]1[N:23]=[CH:22][C:21]2[C:16](=[CH:17][CH:18]=[CH:19][CH:20]=2)[N:15]=1.C(=O)([O-])[O-].[Cs+].[Cs+]. The catalyst is CN(C=O)C.O. The product is [Cl:12][C:11]1[C:6]([CH:4]2[CH2:5][N:2]([C:14]3[N:23]=[CH:22][C:21]4[C:16](=[CH:17][CH:18]=[CH:19][CH:20]=4)[N:15]=3)[CH2:3]2)=[N:7][CH:8]=[CH:9][N:10]=1. The yield is 0.470. (4) The reactants are [NH2:1][CH2:2][CH:3]([CH2:7][C:8]1[CH:13]=[CH:12][CH:11]=[CH:10][CH:9]=1)[C:4]([OH:6])=[O:5].[CH3:14][C:15]([O:18][C:19](O[C:19]([O:18][C:15]([CH3:17])([CH3:16])[CH3:14])=[O:20])=[O:20])([CH3:17])[CH3:16].[OH-].[Na+]. The catalyst is O1CCOCC1.O. The product is [CH3:14][C:15]([O:18][C:19]([NH:1][CH2:2][CH:3]([CH2:7][C:8]1[CH:13]=[CH:12][CH:11]=[CH:10][CH:9]=1)[C:4]([OH:6])=[O:5])=[O:20])([CH3:17])[CH3:16]. The yield is 0.580.